The task is: Predict the reaction yield, written as a fraction of the theoretical maximum amount of product (1.0 means a 100% yield; for example, 0.34 means a 34% yield).. This data is from Reaction yield outcomes from USPTO patents with 853,638 reactions. (1) The reactants are [Cl:1][C:2]1[C:3]([CH3:15])=[N:4][N:5](CC(O)=O)[C:6]=1[C:7]([F:10])([F:9])[F:8].[C:16](Cl)(=[O:20])[C:17](Cl)=O.[F:22][C:23]1[CH:28]=[CH:27][C:26]([N:29]2[CH:33]=[C:32]([NH2:34])[CH:31]=[N:30]2)=[CH:25][CH:24]=1.CCN(CC)CC. The catalyst is C(Cl)Cl.CN(C=O)C.O. The product is [Cl:1][C:2]1[C:6]([C:7]([F:8])([F:9])[F:10])=[N:5][N:4]([CH2:17][C:16]([NH:34][C:32]2[CH:31]=[N:30][N:29]([C:26]3[CH:27]=[CH:28][C:23]([F:22])=[CH:24][CH:25]=3)[CH:33]=2)=[O:20])[C:3]=1[CH3:15]. The yield is 0.470. (2) The reactants are Cl[C:2]1[N:7]=[CH:6][N:5]=[C:4]([NH:8][C:9]2[CH:14]=[CH:13][CH:12]=[C:11]([NH:15][CH3:16])[N:10]=2)[CH:3]=1.[O:17]([C:24]1[CH:30]=[CH:29][C:27]([NH2:28])=[CH:26][CH:25]=1)[C:18]1[CH:23]=[CH:22][CH:21]=[CH:20][CH:19]=1. The catalyst is Cl.C(O)CCC. The product is [CH3:16][NH:15][C:11]1[N:10]=[C:9]([NH:8][C:4]2[CH:3]=[C:2]([NH:28][C:27]3[CH:26]=[CH:25][C:24]([O:17][C:18]4[CH:23]=[CH:22][CH:21]=[CH:20][CH:19]=4)=[CH:30][CH:29]=3)[N:7]=[CH:6][N:5]=2)[CH:14]=[CH:13][CH:12]=1. The yield is 0.410. (3) The reactants are [NH2:1][C:2]1([CH2:20][CH2:21][OH:22])[C:15]2[CH:14]=[C:13]([O:16][CH3:17])[CH:12]=[C:11]([F:18])[C:10]=2[O:9][C:8]2[C:3]1=[CH:4][C:5]([Br:19])=[CH:6][CH:7]=2.[N+:23]([C:26]1[CH:36]=[CH:35][C:29]([C:30]([N:32]=[C:33]=S)=[O:31])=[CH:28][CH:27]=1)([O-:25])=[O:24].C(Cl)CCl.O. The catalyst is C1COCC1. The product is [Br:19][C:5]1[CH:4]=[C:3]2[C:8]([O:9][C:10]3[C:11]([F:18])=[CH:12][C:13]([O:16][CH3:17])=[CH:14][C:15]=3[C:2]32[CH2:20][CH2:21][O:22][C:33]([NH:32][C:30](=[O:31])[C:29]2[CH:28]=[CH:27][C:26]([N+:23]([O-:25])=[O:24])=[CH:36][CH:35]=2)=[N:1]3)=[CH:7][CH:6]=1. The yield is 0.568. (4) The reactants are [NH2:1][C:2]1[CH:7]=[CH:6][C:5]([NH:8][S:9]([CH3:12])(=[O:11])=[O:10])=[CH:4][C:3]=1[S:13]([NH2:16])(=[O:15])=[O:14].Cl[C:18](=[O:25])[CH2:19][C:20]([O:22][CH2:23][CH3:24])=[O:21]. The catalyst is CN(C)C(=O)C.C(OCC)C.C(OCC)(=O)C. The product is [CH2:23]([O:22][C:20](=[O:21])[CH2:19][C:18]([NH:1][C:2]1[CH:7]=[CH:6][C:5]([NH:8][S:9]([CH3:12])(=[O:10])=[O:11])=[CH:4][C:3]=1[S:13](=[O:14])(=[O:15])[NH2:16])=[O:25])[CH3:24]. The yield is 0.974. (5) The reactants are [H-].[Na+].[NH:3]1[C:11]2[C:6](=[CH:7][CH:8]=[CH:9][N:10]=2)[CH:5]=[CH:4]1.[CH3:12][Si:13]([CH3:20])([CH3:19])[CH2:14][CH2:15][O:16][CH2:17]Cl.O. The catalyst is CN(C)C=O.CS(C)=O.CN(C)C=O. The product is [CH3:12][Si:13]([CH3:20])([CH3:19])[CH2:14][CH2:15][O:16][CH2:17][N:3]1[C:11]2=[N:10][CH:9]=[CH:8][CH:7]=[C:6]2[CH:5]=[CH:4]1. The yield is 0.990. (6) The reactants are [F:1][C:2]1[CH:10]=[C:9]([F:11])[CH:8]=[CH:7][C:3]=1[C:4](Cl)=[O:5].[NH2:12][C:13]1[CH:14]=[C:15]([S:19]([NH2:22])(=[O:21])=[O:20])[CH:16]=[CH:17][CH:18]=1.N1C=CC=CC=1. The catalyst is ClCCl. The product is [F:1][C:2]1[CH:10]=[C:9]([F:11])[CH:8]=[CH:7][C:3]=1[C:4]([NH:12][C:13]1[CH:18]=[CH:17][CH:16]=[C:15]([S:19](=[O:21])(=[O:20])[NH2:22])[CH:14]=1)=[O:5]. The yield is 0.570.